Predict the reactants needed to synthesize the given product. From a dataset of Full USPTO retrosynthesis dataset with 1.9M reactions from patents (1976-2016). (1) Given the product [CH3:1][O:2][C:3](=[O:16])[C:4]1[CH:9]=[CH:8][C:7]([CH2:10][CH3:11])=[C:6]([C:12]([F:14])([F:15])[F:13])[CH:5]=1, predict the reactants needed to synthesize it. The reactants are: [CH3:1][O:2][C:3](=[O:16])[C:4]1[CH:9]=[CH:8][C:7]([CH:10]=[CH2:11])=[C:6]([C:12]([F:15])([F:14])[F:13])[CH:5]=1. (2) Given the product [NH2:11][C:4]1[C:3]([F:19])=[C:2]([Cl:1])[CH:7]=[CH:6][C:5]=1[CH2:8][CH2:9][OH:10], predict the reactants needed to synthesize it. The reactants are: [Cl:1][C:2]1[C:3]([F:19])=[C:4]([NH:11]C(=O)OC(C)(C)C)[C:5]([CH2:8][CH2:9][OH:10])=[CH:6][CH:7]=1.C(O)(C(F)(F)F)=O. (3) Given the product [CH3:1][O:2][C:3]1[CH:4]=[C:5]2[C:10](=[CH:11][C:12]=1[O:13][CH3:14])[N:9]=[CH:8][N:7]=[C:6]2[O:15][C:16]1[CH:22]=[CH:21][C:19]([NH:20][C:27](=[O:33])[O:26][CH:24]2[CH2:39][CH2:40][CH2:35][CH2:36][CH2:37]2)=[CH:18][CH:17]=1, predict the reactants needed to synthesize it. The reactants are: [CH3:1][O:2][C:3]1[CH:4]=[C:5]2[C:10](=[CH:11][C:12]=1[O:13][CH3:14])[N:9]=[CH:8][N:7]=[C:6]2[O:15][C:16]1[CH:22]=[CH:21][C:19]([NH2:20])=[CH:18][CH:17]=1.Cl[C:24](Cl)([O:26][C:27](=[O:33])OC(Cl)(Cl)Cl)Cl.[CH:35]1(O)[CH2:40][CH2:39]C[CH2:37][CH2:36]1.C(=O)(O)[O-].[Na+]. (4) Given the product [NH2:57][CH2:61][C:31]1[CH:32]=[C:33]([C:48]([NH:53][NH:52][C:18](=[O:20])[C@H:9]([NH:8][C:6]([O:5][C:2]([CH3:1])([CH3:3])[CH3:4])=[O:7])[CH2:10][CH2:11][C:12]2[CH:13]=[CH:14][CH:15]=[CH:16][CH:17]=2)=[O:68])[CH:34]=[CH:35][CH:30]=1, predict the reactants needed to synthesize it. The reactants are: [CH3:1][C:2]([O:5][C:6]([NH:8][C@@H:9]([C:18]([OH:20])=O)[CH2:10][CH2:11][C:12]1[CH:17]=[CH:16][CH:15]=[CH:14][CH:13]=1)=[O:7])([CH3:4])[CH3:3].CN(C(ON1N=N[C:31]2[CH:32]=[CH:33][CH:34]=[CH:35][C:30]1=2)=[N+](C)C)C.F[P-](F)(F)(F)(F)F.C1C=C[C:48]2[N:53](O)[N:52]=NC=2C=1.CC[N:57]([CH:61](C)C)C(C)C.CN(C=[O:68])C. (5) Given the product [CH2:1]([N:8]([CH2:20][C:21]1[CH:26]=[CH:25][CH:24]=[CH:23][CH:22]=1)[C@@H:9]1[CH2:18][CH2:17][C:16]2[C:11](=[C:12]([C:33]3[C:28]([F:27])=[N:29][CH:30]=[CH:31][CH:32]=3)[CH:13]=[CH:14][CH:15]=2)[CH2:10]1)[C:2]1[CH:7]=[CH:6][CH:5]=[CH:4][CH:3]=1, predict the reactants needed to synthesize it. The reactants are: [CH2:1]([N:8]([CH2:20][C:21]1[CH:26]=[CH:25][CH:24]=[CH:23][CH:22]=1)[C@@H:9]1[CH2:18][CH2:17][C:16]2[C:11](=[C:12](Br)[CH:13]=[CH:14][CH:15]=2)[CH2:10]1)[C:2]1[CH:7]=[CH:6][CH:5]=[CH:4][CH:3]=1.[F:27][C:28]1[C:33](B(O)O)=[CH:32][CH:31]=[CH:30][N:29]=1. (6) Given the product [CH3:28][C:18]1[CH:23]=[CH:22][C:21]([S:24]([O:11][C@H:9]2[CH2:8][C@@H:7]([N:1]3[CH2:6][CH2:5][CH2:4][CH2:3][CH2:2]3)[CH2:10]2)(=[O:26])=[O:25])=[CH:20][CH:19]=1, predict the reactants needed to synthesize it. The reactants are: [N:1]1([C@@H:7]2[CH2:10][C@H:9]([OH:11])[CH2:8]2)[CH2:6][CH2:5][CH2:4][CH2:3][CH2:2]1.CN1C=CN=C1.[C:18]1([CH3:28])[CH:23]=[CH:22][C:21]([S:24](Cl)(=[O:26])=[O:25])=[CH:20][CH:19]=1.